This data is from Full USPTO retrosynthesis dataset with 1.9M reactions from patents (1976-2016). The task is: Predict the reactants needed to synthesize the given product. (1) Given the product [O:65]([CH2:64][C@H:60]([NH:59][C:51](=[O:53])[CH2:50][C:37]1[CH:38]=[C:39]([C:40]2[CH:45]=[CH:44][C:43]([S:46]([CH3:49])(=[O:47])=[O:48])=[CH:42][CH:41]=2)[N:35]([C:32]2[CH:33]=[CH:34][C:29]([F:28])=[CH:30][CH:31]=2)[C:36]=1[CH3:54])[C:61]([OH:63])=[O:62])[N+:66]([O-:68])=[O:67], predict the reactants needed to synthesize it. The reactants are: F[P-](F)(F)(F)(F)F.N1(O[P+](N(C)C)(N(C)C)N(C)C)C2C=CC=CC=2N=N1.[F:28][C:29]1[CH:34]=[CH:33][C:32]([N:35]2[C:39]([C:40]3[CH:45]=[CH:44][C:43]([S:46]([CH3:49])(=[O:48])=[O:47])=[CH:42][CH:41]=3)=[CH:38][C:37]([CH2:50][C:51]([OH:53])=O)=[C:36]2[CH3:54])=[CH:31][CH:30]=1.[N+]([O-])([O-])=O.[NH2:59][C@@H:60]([CH2:64][O:65][N+:66]([O-:68])=[O:67])[C:61]([OH:63])=[O:62].Cl. (2) Given the product [CH2:1]([O:3][C:4]1[CH:9]=[CH:8][C:7]([CH3:10])=[CH:6][C:5]=1[NH2:11])[CH3:2], predict the reactants needed to synthesize it. The reactants are: [CH2:1]([O:3][C:4]1[CH:9]=[CH:8][C:7]([CH3:10])=[CH:6][C:5]=1[N+:11]([O-])=O)[CH3:2].